Dataset: NCI-60 drug combinations with 297,098 pairs across 59 cell lines. Task: Regression. Given two drug SMILES strings and cell line genomic features, predict the synergy score measuring deviation from expected non-interaction effect. (1) Drug 1: C1=C(C(=O)NC(=O)N1)N(CCCl)CCCl. Drug 2: C1CN(P(=O)(OC1)NCCCl)CCCl. Cell line: SK-MEL-5. Synergy scores: CSS=4.64, Synergy_ZIP=-8.51, Synergy_Bliss=-2.07, Synergy_Loewe=-20.5, Synergy_HSA=-2.19. (2) Drug 1: CC1C(C(CC(O1)OC2CC(OC(C2O)C)OC3=CC4=CC5=C(C(=O)C(C(C5)C(C(=O)C(C(C)O)O)OC)OC6CC(C(C(O6)C)O)OC7CC(C(C(O7)C)O)OC8CC(C(C(O8)C)O)(C)O)C(=C4C(=C3C)O)O)O)O. Synergy scores: CSS=5.50, Synergy_ZIP=-0.198, Synergy_Bliss=1.69, Synergy_Loewe=-17.0, Synergy_HSA=-2.94. Cell line: NCI/ADR-RES. Drug 2: C1CN(P(=O)(OC1)NCCCl)CCCl. (3) Drug 1: C1=NC2=C(N1)C(=S)N=CN2. Drug 2: C1C(C(OC1N2C=NC3=C2NC=NCC3O)CO)O. Cell line: SR. Synergy scores: CSS=54.6, Synergy_ZIP=5.33, Synergy_Bliss=9.12, Synergy_Loewe=-3.98, Synergy_HSA=8.05. (4) Drug 1: C1CCC(CC1)NC(=O)N(CCCl)N=O. Drug 2: CC(C)CN1C=NC2=C1C3=CC=CC=C3N=C2N. Cell line: MDA-MB-231. Synergy scores: CSS=5.53, Synergy_ZIP=-6.98, Synergy_Bliss=-5.32, Synergy_Loewe=-6.33, Synergy_HSA=-5.55. (5) Drug 1: CS(=O)(=O)C1=CC(=C(C=C1)C(=O)NC2=CC(=C(C=C2)Cl)C3=CC=CC=N3)Cl. Drug 2: C1=CC=C(C=C1)NC(=O)CCCCCCC(=O)NO. Cell line: LOX IMVI. Synergy scores: CSS=44.8, Synergy_ZIP=8.99, Synergy_Bliss=13.4, Synergy_Loewe=-1.92, Synergy_HSA=16.7. (6) Drug 1: CN1CCC(CC1)COC2=C(C=C3C(=C2)N=CN=C3NC4=C(C=C(C=C4)Br)F)OC. Drug 2: CCCCC(=O)OCC(=O)C1(CC(C2=C(C1)C(=C3C(=C2O)C(=O)C4=C(C3=O)C=CC=C4OC)O)OC5CC(C(C(O5)C)O)NC(=O)C(F)(F)F)O. Cell line: HCT-15. Synergy scores: CSS=4.82, Synergy_ZIP=-2.61, Synergy_Bliss=0.00110, Synergy_Loewe=0.262, Synergy_HSA=-0.435.